Dataset: Forward reaction prediction with 1.9M reactions from USPTO patents (1976-2016). Task: Predict the product of the given reaction. (1) Given the reactants B.B1(C)OC(C2C=CC=CC=2)(C2C=CC=CC=2)[C@@H]2N1CCC2.[Br:23][CH2:24][C:25]([C:27]1[N:28]=[C:29]([C:32]([F:35])([F:34])[F:33])[S:30][CH:31]=1)=[O:26], predict the reaction product. The product is: [Br:23][CH2:24][C@H:25]([C:27]1[N:28]=[C:29]([C:32]([F:35])([F:34])[F:33])[S:30][CH:31]=1)[OH:26]. (2) Given the reactants [O:1]=[CH:2][CH2:3][CH:4]1[CH2:9][CH2:8][N:7]([C:10]([O:12][C:13]([CH3:16])([CH3:15])[CH3:14])=[O:11])[CH2:6][CH2:5]1.[C-:17]#[N:18].[Na+], predict the reaction product. The product is: [C:17]([CH:2]([OH:1])[CH2:3][CH:4]1[CH2:5][CH2:6][N:7]([C:10]([O:12][C:13]([CH3:16])([CH3:15])[CH3:14])=[O:11])[CH2:8][CH2:9]1)#[N:18]. (3) Given the reactants CON(C)[C:4](=[O:14])[C:5]([C:8]1[CH:13]=[CH:12][CH:11]=[CH:10][CH:9]=1)([CH3:7])[CH3:6].[Li]C.[CH3:18]COCC.Cl, predict the reaction product. The product is: [CH3:6][C:5]([C:8]1[CH:13]=[CH:12][CH:11]=[CH:10][CH:9]=1)([CH3:7])[C:4](=[O:14])[CH3:18]. (4) Given the reactants [N:1]#[C:2][NH2:3].Cl.[C:5](=N)([O:8][CH2:9][CH3:10])[CH2:6][CH3:7].OP([O-])([O-])=O.[K+].[K+], predict the reaction product. The product is: [C:2]([N:3]=[C:5]([O:8][CH2:9][CH3:10])[CH2:6][CH3:7])#[N:1]. (5) Given the reactants [ClH:1].[N:2]1([CH2:8][C:9]2[N:14]=[C:13]([NH:15][C:16]([NH:18][C:19]3[N:20]=[C:21]([C:24]4[CH:25]=[N:26][CH:27]=[CH:28][CH:29]=4)[S:22][CH:23]=3)=[O:17])[CH:12]=[CH:11][CH:10]=2)[CH2:7][CH2:6][O:5][CH2:4][CH2:3]1, predict the reaction product. The product is: [ClH:1].[N:2]1([CH2:8][C:9]2[N:14]=[C:13]([NH:15][C:16]([NH:18][C:19]3[N:20]=[C:21]([C:24]4[CH:25]=[N:26][CH:27]=[CH:28][CH:29]=4)[S:22][CH:23]=3)=[O:17])[CH:12]=[CH:11][CH:10]=2)[CH2:3][CH2:4][O:5][CH2:6][CH2:7]1. (6) Given the reactants [Br:1][C:2]1[CH:22]=[CH:21][C:5]2[C:6]([CH2:19]Br)=[C:7]([C:9]([C:11]3[CH:16]=[CH:15][C:14]([Cl:17])=[CH:13][C:12]=3[Cl:18])=[O:10])[O:8][C:4]=2[CH:3]=1.[CH3:23][O-:24].[Na+], predict the reaction product. The product is: [Br:1][C:2]1[CH:22]=[CH:21][C:5]2[C:6]([CH2:19][O:24][CH3:23])=[C:7]([C:9]([C:11]3[CH:16]=[CH:15][C:14]([Cl:17])=[CH:13][C:12]=3[Cl:18])=[O:10])[O:8][C:4]=2[CH:3]=1.